This data is from Forward reaction prediction with 1.9M reactions from USPTO patents (1976-2016). The task is: Predict the product of the given reaction. (1) Given the reactants [NH2:1][C:2]1[CH:7]=[N:6][C:5]([C:8]#[N:9])=[CH:4][N:3]=1.FC(F)(F)S(O[C:16]1[N:17]=[CH:18][C:19]2[C:24]([CH:25]=1)=[CH:23][CH:22]=[CH:21][C:20]=2[Br:26])(=O)=O, predict the reaction product. The product is: [Br:26][C:20]1[CH:21]=[CH:22][CH:23]=[C:24]2[C:19]=1[CH:18]=[N:17][C:16]([NH:1][C:2]1[N:3]=[CH:4][C:5]([C:8]#[N:9])=[N:6][CH:7]=1)=[CH:25]2. (2) The product is: [Cl:1][C:2]1[CH:7]=[CH:6][C:5]([N:8]2[C:12]([C:13]3[CH:18]=[CH:17][CH:16]=[C:15]([C:19]([F:22])([F:20])[F:21])[CH:14]=3)=[CH:11][C:10]([C:23]([OH:25])=[O:24])=[N:9]2)=[CH:4][CH:3]=1. Given the reactants [Cl:1][C:2]1[CH:7]=[CH:6][C:5]([N:8]2[C:12]([C:13]3[CH:18]=[CH:17][CH:16]=[C:15]([C:19]([F:22])([F:21])[F:20])[CH:14]=3)=[CH:11][C:10]([C:23]([O:25]CC)=[O:24])=[N:9]2)=[CH:4][CH:3]=1.[OH-].[Li+], predict the reaction product. (3) Given the reactants [CH:1]1([CH2:4][O:5][C:6]2[CH:7]=[C:8]([CH2:15][C:16]([O:18][CH2:19][CH3:20])=[O:17])[CH:9]=[CH:10][C:11]=2[N+:12]([O-:14])=[O:13])[CH2:3][CH2:2]1.[H-].[Na+].Br[CH2:24][CH2:25][CH2:26][CH2:27]Br.[NH4+].[Cl-], predict the reaction product. The product is: [CH:1]1([CH2:4][O:5][C:6]2[CH:7]=[C:8]([C:15]3([C:16]([O:18][CH2:19][CH3:20])=[O:17])[CH2:27][CH2:26][CH2:25][CH2:24]3)[CH:9]=[CH:10][C:11]=2[N+:12]([O-:14])=[O:13])[CH2:2][CH2:3]1. (4) Given the reactants Cl.[F:2][C:3]([F:29])([F:28])[C:4]1[CH:5]=[C:6]([CH:21]=[C:22]([C:24]([F:27])([F:26])[F:25])[CH:23]=1)[CH2:7][O:8][C@H:9]1[CH2:14][CH2:13][NH:12][CH2:11][C@H:10]1[C:15]1[CH:20]=[CH:19][CH:18]=[CH:17][CH:16]=1.Br[CH2:31][C:32]([O:34][CH2:35][CH3:36])=[O:33], predict the reaction product. The product is: [CH2:35]([O:34][C:32](=[O:33])[CH2:31][N:12]1[CH2:13][CH2:14][C@H:9]([O:8][CH2:7][C:6]2[CH:21]=[C:22]([C:24]([F:27])([F:25])[F:26])[CH:23]=[C:4]([C:3]([F:2])([F:28])[F:29])[CH:5]=2)[C@H:10]([C:15]2[CH:16]=[CH:17][CH:18]=[CH:19][CH:20]=2)[CH2:11]1)[CH3:36]. (5) Given the reactants CS([CH2:5][C:6]1[CH:22]=[CH:21][C:9]([O:10][C:11]2[CH:12]=[C:13]([C:19]#[N:20])[C:14](=[CH:17][CH:18]=2)[C:15]#[N:16])=[CH:8][CH:7]=1)(=O)=O.[Li+].[Br-:24], predict the reaction product. The product is: [Br:24][CH2:5][C:6]1[CH:22]=[CH:21][C:9]([O:10][C:11]2[CH:12]=[C:13]([C:19]#[N:20])[C:14](=[CH:17][CH:18]=2)[C:15]#[N:16])=[CH:8][CH:7]=1.